This data is from CYP2C19 inhibition data for predicting drug metabolism from PubChem BioAssay. The task is: Regression/Classification. Given a drug SMILES string, predict its absorption, distribution, metabolism, or excretion properties. Task type varies by dataset: regression for continuous measurements (e.g., permeability, clearance, half-life) or binary classification for categorical outcomes (e.g., BBB penetration, CYP inhibition). Dataset: cyp2c19_veith. The compound is CC(C)(C)CC(C)(C)c1ccc(OCCOCC[N+](C)(C)Cc2ccccc2)cc1. The result is 0 (non-inhibitor).